From a dataset of Reaction yield outcomes from USPTO patents with 853,638 reactions. Predict the reaction yield, written as a fraction of the theoretical maximum amount of product (1.0 means a 100% yield; for example, 0.34 means a 34% yield). (1) The reactants are C[O:2][C:3]1[C:8]2[NH:9][C:10]([C:12]3[S:13][CH:14]=[CH:15][CH:16]=3)=[N:11][C:7]=2[C:6]([C:17]([NH:19][CH2:20][CH:21]2[CH2:26][CH2:25][CH2:24][N:23](C(OC(C)(C)C)=O)[CH2:22]2)=[O:18])=[CH:5][CH:4]=1.B(Br)(Br)Br. No catalyst specified. The product is [OH:2][C:3]1[C:8]2[NH:9][C:10]([C:12]3[S:13][CH:14]=[CH:15][CH:16]=3)=[N:11][C:7]=2[C:6]([C:17]([NH:19][CH2:20][CH:21]2[CH2:26][CH2:25][CH2:24][NH:23][CH2:22]2)=[O:18])=[CH:5][CH:4]=1. The yield is 0.410. (2) The reactants are [CH3:1][O:2][CH2:3][CH2:4][O:5][C:6]1[CH:7]=[C:8]2[C:12](=[C:13]([NH:15][S:16]([C:19]3[CH:24]=[CH:23][CH:22]=[CH:21][N:20]=3)(=[O:18])=[O:17])[CH:14]=1)[NH:11][C:10]([C:25](O)=[O:26])=[CH:9]2.[CH2:28]([S:35][CH:36]([CH:39]([O:42][CH3:43])[O:40][CH3:41])[CH2:37][NH2:38])[C:29]1[CH:34]=[CH:33][CH:32]=[CH:31][CH:30]=1.N1(O)C2C=CC=CC=2N=N1.Cl.CN(C)CCCN=C=NCC. The catalyst is O.CN(C)C=O. The product is [CH2:28]([S:35][CH:36]([CH:39]([O:40][CH3:41])[O:42][CH3:43])[CH2:37][NH:38][C:25]([C:10]1[NH:11][C:12]2[C:8]([CH:9]=1)=[CH:7][C:6]([O:5][CH2:4][CH2:3][O:2][CH3:1])=[CH:14][C:13]=2[NH:15][S:16]([C:19]1[CH:24]=[CH:23][CH:22]=[CH:21][N:20]=1)(=[O:18])=[O:17])=[O:26])[C:29]1[CH:34]=[CH:33][CH:32]=[CH:31][CH:30]=1. The yield is 0.910. (3) The reactants are CC1(C)C(C)(C)OB([C:9]2[CH:14]=[CH:13][C:12]([C:15]3[NH:19][C:18]([C@@H:20]4[CH2:24][CH2:23][CH2:22][N:21]4[C:25]([O:27][C:28]([CH3:31])([CH3:30])[CH3:29])=[O:26])=[N:17][CH:16]=3)=[CH:11][CH:10]=2)O1.Cl[C:34]1[N:39]=[CH:38][C:37]([C:40]2[N:44]([CH2:45][O:46][CH2:47][CH2:48][Si:49]([CH3:52])([CH3:51])[CH3:50])[C:43]([C@@H:53]3[CH2:57][CH2:56][CH2:55][N:54]3[C:58]([O:60][C:61]([CH3:64])([CH3:63])[CH3:62])=[O:59])=[N:42][CH:41]=2)=[CH:36][N:35]=1.C([O-])(O)=O.[Na+].COCCOC. The catalyst is C(OCC)(=O)C.[Pd].O. The product is [C:61]([O:60][C:58]([N:54]1[CH2:55][CH2:56][CH2:57][C@H:53]1[C:43]1[N:44]([CH2:45][O:46][CH2:47][CH2:48][Si:49]([CH3:52])([CH3:51])[CH3:50])[C:40]([C:37]2[CH:36]=[N:35][C:34]([C:9]3[CH:10]=[CH:11][C:12]([C:15]4[NH:19][C:18]([C@@H:20]5[CH2:24][CH2:23][CH2:22][N:21]5[C:25]([O:27][C:28]([CH3:31])([CH3:30])[CH3:29])=[O:26])=[N:17][CH:16]=4)=[CH:13][CH:14]=3)=[N:39][CH:38]=2)=[CH:41][N:42]=1)=[O:59])([CH3:64])([CH3:63])[CH3:62]. The yield is 0.980. (4) The reactants are [Cl:1][C:2]1[CH:3]=[C:4]([C:14](=[O:16])[CH3:15])[C:5]2[O:11][CH2:10][CH2:9][N:8]=[CH:7][C:6]=2[C:12]=1[CH3:13].[BH4-].[Na+]. The catalyst is CO. The product is [Cl:1][C:2]1[CH:3]=[C:4]([CH:14]([OH:16])[CH3:15])[C:5]2[O:11][CH2:10][CH2:9][NH:8][CH2:7][C:6]=2[C:12]=1[CH3:13]. The yield is 0.900. (5) The reactants are Cl.Cl.[NH2:3][C:4]1[C:12]([NH2:13])=[CH:11][CH:10]=[CH:9][C:5]=1[C:6]([NH2:8])=[O:7].[Br:14][C:15]1[CH:22]=[CH:21][C:18]([CH:19]=O)=[CH:17][CH:16]=1. The catalyst is CO.[Pd]. The product is [Br:14][C:15]1[CH:22]=[CH:21][C:18]([C:19]2[NH:13][C:12]3[CH:11]=[CH:10][CH:9]=[C:5]([C:6]([NH2:8])=[O:7])[C:4]=3[N:3]=2)=[CH:17][CH:16]=1. The yield is 0.170. (6) The reactants are C(NC1C=CC(C2C=C3C(CN([C@@H](C(C)C)C(O)=O)C3=O)=CC=2)=CC=1)(=O)C1C=CC=CC=1.[CH3:33][CH:34]([CH3:66])[C@H:35]([N:40]1[CH2:48][C:47]2[C:42](=[CH:43][C:44]([C:49]3[CH:54]=[CH:53][C:52]([NH:55][C:56](=[O:64])[CH2:57][C:58]4[CH:63]=[CH:62][CH:61]=[CH:60][CH:59]=4)=[CH:51][CH:50]=3)=[CH:45][CH:46]=2)[C:41]1=[O:65])[C:36]([O:38]C)=[O:37]. No catalyst specified. The product is [CH3:33][CH:34]([CH3:66])[C@H:35]([N:40]1[CH2:48][C:47]2[C:42](=[CH:43][C:44]([C:49]3[CH:54]=[CH:53][C:52]([NH:55][C:56](=[O:64])[CH2:57][C:58]4[CH:59]=[CH:60][CH:61]=[CH:62][CH:63]=4)=[CH:51][CH:50]=3)=[CH:45][CH:46]=2)[C:41]1=[O:65])[C:36]([OH:38])=[O:37]. The yield is 0.900. (7) The reactants are Cl[CH2:2][C:3]([N:5]1[C:14]2[C:9](=[CH:10][CH:11]=[CH:12][CH:13]=2)[CH2:8][CH2:7][CH2:6]1)=[O:4].[CH3:15][C:16]1[N:17]=[C:18]([SH:22])[S:19][C:20]=1[CH3:21]. No catalyst specified. The product is [N:5]1([C:3](=[O:4])[CH2:2][S:22][C:18]2[S:19][C:20]([CH3:21])=[C:16]([CH3:15])[N:17]=2)[C:14]2[C:9](=[CH:10][CH:11]=[CH:12][CH:13]=2)[CH2:8][CH2:7][CH2:6]1. The yield is 0.740.